Task: Predict which catalyst facilitates the given reaction.. Dataset: Catalyst prediction with 721,799 reactions and 888 catalyst types from USPTO (1) Reactant: [C:1]([N:4]1[CH2:7][C:6]([CH2:38][C:39]([O:41]CC)=[O:40])([C:8]2[CH:13]=[CH:12][C:11]([O:14][CH2:15][C:16]3[CH:17]=[C:18]([C:22]4[C:27]([CH3:28])=[CH:26][C:25]([O:29][CH2:30][CH2:31][CH2:32][S:33]([CH3:36])(=[O:35])=[O:34])=[CH:24][C:23]=4[CH3:37])[CH:19]=[CH:20][CH:21]=3)=[CH:10][CH:9]=2)[CH2:5]1)(=[O:3])[CH3:2].O.[OH-].[Li+]. Product: [C:1]([N:4]1[CH2:5][C:6]([CH2:38][C:39]([OH:41])=[O:40])([C:8]2[CH:13]=[CH:12][C:11]([O:14][CH2:15][C:16]3[CH:17]=[C:18]([C:22]4[C:23]([CH3:37])=[CH:24][C:25]([O:29][CH2:30][CH2:31][CH2:32][S:33]([CH3:36])(=[O:34])=[O:35])=[CH:26][C:27]=4[CH3:28])[CH:19]=[CH:20][CH:21]=3)=[CH:10][CH:9]=2)[CH2:7]1)(=[O:3])[CH3:2]. The catalyst class is: 36. (2) Reactant: C[O:2][C:3](=[O:23])[CH:4]([C:13]1[CH:18]=[CH:17][C:16]([S:19]([CH3:22])(=[O:21])=[O:20])=[CH:15][CH:14]=1)[CH2:5][C:6]1[CH:11]=[CH:10][CH:9]=[CH:8][C:7]=1[CH3:12].[OH-].[K+]. Product: [CH3:22][S:19]([C:16]1[CH:15]=[CH:14][C:13]([CH:4]([CH2:5][C:6]2[CH:11]=[CH:10][CH:9]=[CH:8][C:7]=2[CH3:12])[C:3]([OH:23])=[O:2])=[CH:18][CH:17]=1)(=[O:20])=[O:21]. The catalyst class is: 8. (3) Reactant: [CH2:1]([C:4]1[C:8]([CH2:9][CH2:10][CH2:11][OH:12])=[CH:7][N:6]([C:13]2[CH:18]=[CH:17][C:16]([C:19]([F:22])([F:21])[F:20])=[CH:15][N:14]=2)[N:5]=1)[CH2:2][CH3:3].O[C:24]1[CH:29]=[CH:28][C:27]([CH2:30][C:31]([O:33]C)=[O:32])=[C:26]([CH3:35])[CH:25]=1.C(P(CCCC)CCCC)CCC.N(C(N1CCCCC1)=O)=NC(N1CCCCC1)=O. Product: [CH3:35][C:26]1[CH:25]=[C:24]([O:12][CH2:11][CH2:10][CH2:9][C:8]2[C:4]([CH2:1][CH2:2][CH3:3])=[N:5][N:6]([C:13]3[CH:18]=[CH:17][C:16]([C:19]([F:21])([F:20])[F:22])=[CH:15][N:14]=3)[CH:7]=2)[CH:29]=[CH:28][C:27]=1[CH2:30][C:31]([OH:33])=[O:32]. The catalyst class is: 7. (4) Reactant: [F:1][C:2]1[C:3]2[C:4]3[C:8](=[CH:9][CH:10]=1)[NH:7][C:6](=[O:11])[C:5]=3[C:12]([C:19]1[NH:20][CH:21]=[CH:22][CH:23]=1)=[CH:13][C:14]=2[S:15][CH2:16][CH2:17][OH:18].C1C=C(Cl)C=C(C(OO)=[O:32])C=1. Product: [F:1][C:2]1[C:3]2[C:4]3[C:8](=[CH:9][CH:10]=1)[NH:7][C:6](=[O:11])[C:5]=3[C:12]([C:19]1[NH:20][CH:21]=[CH:22][CH:23]=1)=[CH:13][C:14]=2[S:15]([CH2:16][CH2:17][OH:18])=[O:32]. The catalyst class is: 56. (5) Reactant: C([O:3][C:4](=[O:27])[CH2:5][N:6]1[C:14]2[CH:13]=[CH:12][CH:11]=[CH:10][C:9]=2[C:8]2[CH2:15][CH2:16][N:17]([C:20]([O:22][C:23]([CH3:26])([CH3:25])[CH3:24])=[O:21])[CH2:18][CH2:19][C:7]1=2)C.[OH-].[Na+]. Product: [C:23]([O:22][C:20]([N:17]1[CH2:16][CH2:15][C:8]2[C:9]3[CH:10]=[CH:11][CH:12]=[CH:13][C:14]=3[N:6]([CH2:5][C:4]([OH:27])=[O:3])[C:7]=2[CH2:19][CH2:18]1)=[O:21])([CH3:26])([CH3:24])[CH3:25]. The catalyst class is: 5.